Dataset: Forward reaction prediction with 1.9M reactions from USPTO patents (1976-2016). Task: Predict the product of the given reaction. (1) Given the reactants [Br:1][C:2]1[CH:3]=[CH:4][C:5]([NH2:8])=[N:6][CH:7]=1.C([O-])([O-])=O.[Ca+2].[C:14](Cl)(=[O:19])[O:15][CH2:16][CH2:17][Cl:18], predict the reaction product. The product is: [Br:1][C:2]1[CH:3]=[CH:4][C:5]([NH:8][C:14](=[O:19])[O:15][CH2:16][CH2:17][Cl:18])=[N:6][CH:7]=1. (2) Given the reactants [CH3:1][N:2]([CH2:4][C:5]1[CH:6]=[CH:7][C:8]([O:42][CH2:43][CH3:44])=[C:9]([NH:11][C:12]([C@H:14]([NH:26][C:27]([N:29]2[CH2:34][CH2:33][N:32]([C:35](OC(C)(C)C)=[O:36])[CH2:31][CH2:30]2)=[O:28])[C@H:15]([C:17]2[C:25]3[C:20](=[CH:21][CH:22]=[CH:23][CH:24]=3)[NH:19][CH:18]=2)[CH3:16])=[O:13])[CH:10]=1)[CH3:3].Cl.C(OCC)(=O)C.[CH:52]1(C(O)=O)[CH2:54][CH2:53]1.CCN=C=NCCCN(C)C.C1C=CC2N(O)N=NC=2C=1.C(=O)([O-])O.[Na+].C(N1CCN(C(N[C@@H](C(NC2C=C(CN(C)C)C=CC=2OCC)=O)[C@H](C2C3C(=CC=CC=3)NC=2)C)=O)CC1)(=O)C, predict the reaction product. The product is: [CH:52]1([C:35]([N:32]2[CH2:31][CH2:30][N:29]([C:27]([NH:26][C@@H:14]([C:12]([NH:11][C:9]3[CH:10]=[C:5]([CH2:4][N:2]([CH3:1])[CH3:3])[CH:6]=[CH:7][C:8]=3[O:42][CH2:43][CH3:44])=[O:13])[C@H:15]([C:17]3[C:25]4[C:20](=[CH:21][CH:22]=[CH:23][CH:24]=4)[NH:19][CH:18]=3)[CH3:16])=[O:28])[CH2:34][CH2:33]2)=[O:36])[CH2:54][CH2:53]1.